From a dataset of Peptide-MHC class I binding affinity with 185,985 pairs from IEDB/IMGT. Regression. Given a peptide amino acid sequence and an MHC pseudo amino acid sequence, predict their binding affinity value. This is MHC class I binding data. The peptide sequence is ATVKGMQSY. The binding affinity (normalized) is 0.213. The MHC is HLA-B27:05 with pseudo-sequence HLA-B27:05.